Dataset: Full USPTO retrosynthesis dataset with 1.9M reactions from patents (1976-2016). Task: Predict the reactants needed to synthesize the given product. (1) Given the product [Cl:1][C:2]1[CH:3]=[C:4]([C:5]2[O:7][N:26]=[C:17]([C:18]3[CH:23]=[CH:22][C:21]([CH2:24][OH:25])=[CH:20][CH:19]=3)[N:16]=2)[CH:8]=[CH:9][C:10]=1[CH2:11][CH:12]([CH3:14])[CH3:13], predict the reactants needed to synthesize it. The reactants are: [Cl:1][C:2]1[CH:3]=[C:4]([CH:8]=[CH:9][C:10]=1[CH2:11][CH:12]([CH3:14])[CH3:13])[C:5]([OH:7])=O.O[NH:16][C:17](=[NH:26])[C:18]1[CH:23]=[CH:22][C:21]([CH2:24][OH:25])=[CH:20][CH:19]=1.O.ON1C2C=CC=CC=2N=N1. (2) Given the product [C:13]([C:14]1[CH:15]=[C:16]([NH2:17])[N:10]([C:7]2[CH:8]=[CH:9][C:4]([S:3][CH3:2])=[CH:5][CH:6]=2)[N:11]=1)([CH3:20])([CH3:19])[CH3:12], predict the reactants needed to synthesize it. The reactants are: Cl.[CH3:2][S:3][C:4]1[CH:9]=[CH:8][C:7]([NH:10][NH2:11])=[CH:6][CH:5]=1.[CH3:12][C:13]([CH3:20])([CH3:19])[C:14](=O)[CH2:15][C:16]#[N:17]. (3) Given the product [N:7]([C:10]([CH3:16])([CH3:15])[CH2:11][C:12]([N:2]([CH2:3][CH2:4][CH2:5][CH3:6])[CH3:1])=[O:13])=[N+:8]=[N-:9], predict the reactants needed to synthesize it. The reactants are: [CH3:1][NH:2][CH2:3][CH2:4][CH2:5][CH3:6].[N:7]([C:10]([CH3:16])([CH3:15])[CH2:11][C:12](Cl)=[O:13])=[N+:8]=[N-:9]. (4) Given the product [C:28]([CH2:30][CH2:31][NH:32][C:33]([C:2]1[C:7]2[CH:8]=[C:9]([C:12]([F:15])([F:14])[F:13])[CH:10]=[CH:11][C:6]=2[O:5][C:4]([CH2:18][F:19])([CH2:16][F:17])[CH:3]=1)=[S:34])#[N:29], predict the reactants needed to synthesize it. The reactants are: Br[C:2]1[C:7]2[CH:8]=[C:9]([C:12]([F:15])([F:14])[F:13])[CH:10]=[CH:11][C:6]=2[O:5][C:4]([CH2:18][F:19])([CH2:16][F:17])[CH:3]=1.C([Li])CCC.[Cu]C#N.[C:28]([CH2:30][CH2:31][N:32]=[C:33]=[S:34])#[N:29].[Cl-].[NH4+]. (5) The reactants are: [CH3:1][N:2]1[C:7](=[O:8])[C:6]2[C:9]([C:30]3[CH:35]=[CH:34][CH:33]=[CH:32][CH:31]=3)=[C:10]([C:12]3[CH:17]=[CH:16][C:15]([C:18]4([NH:22]C(=O)OC(C)(C)C)[CH2:21][CH2:20][CH2:19]4)=[CH:14][CH:13]=3)[O:11][C:5]=2[N:4]=[C:3]1[S:36][CH3:37].[OH:38]OS([O-])=O.[K+]. Given the product [NH2:22][C:18]1([C:15]2[CH:16]=[CH:17][C:12]([C:10]3[O:11][C:5]4[N:4]=[C:3]([S:36]([CH3:37])=[O:38])[N:2]([CH3:1])[C:7](=[O:8])[C:6]=4[C:9]=3[C:30]3[CH:31]=[CH:32][CH:33]=[CH:34][CH:35]=3)=[CH:13][CH:14]=2)[CH2:21][CH2:20][CH2:19]1, predict the reactants needed to synthesize it. (6) Given the product [C:32]([NH:1][CH:2]([C:4]1[CH:5]=[CH:6][C:7]([C:8]([NH:10][C:11]2[C:16]([CH3:17])=[CH:15][C:14]([C:18]([F:27])([C:19]([F:20])([F:21])[F:22])[C:23]([F:24])([F:25])[F:26])=[CH:13][C:12]=2[CH2:28][CH3:29])=[O:9])=[CH:30][CH:31]=1)[CH3:3])(=[O:34])[CH3:33], predict the reactants needed to synthesize it. The reactants are: [NH2:1][CH:2]([C:4]1[CH:31]=[CH:30][C:7]([C:8]([NH:10][C:11]2[C:16]([CH3:17])=[CH:15][C:14]([C:18]([F:27])([C:23]([F:26])([F:25])[F:24])[C:19]([F:22])([F:21])[F:20])=[CH:13][C:12]=2[CH2:28][CH3:29])=[O:9])=[CH:6][CH:5]=1)[CH3:3].[C:32](O)(=[O:34])[CH3:33].Cl.C(N=C=NCCCN(C)C)C.CN(C1C=CC=CN=1)C.